Dataset: Full USPTO retrosynthesis dataset with 1.9M reactions from patents (1976-2016). Task: Predict the reactants needed to synthesize the given product. (1) Given the product [SH:3][CH2:4][CH2:5][C:6]([NH:8][CH2:9][CH2:10][O:11][CH3:12])=[O:7], predict the reactants needed to synthesize it. The reactants are: C(=O)([S:3][CH2:4][CH2:5][C:6]([NH:8][CH2:9][CH2:10][O:11][CH3:12])=[O:7])C.[OH-].[Li+]. (2) Given the product [Cl:1][C:2]1[C:16]([Cl:17])=[C:15]([CH2:18][CH2:19][C:20](=[O:36])[C:21]2[S:22][C:23]([C:26]3[CH:31]=[CH:30][CH:29]=[C:28]([C:32]([F:33])([F:34])[F:35])[CH:27]=3)=[CH:24][CH:25]=2)[CH:14]=[CH:13][C:3]=1[O:4][C:5]([CH3:11])([CH3:12])[C:6]([OH:8])=[O:7], predict the reactants needed to synthesize it. The reactants are: [Cl:1][C:2]1[C:16]([Cl:17])=[C:15]([CH2:18][CH2:19][C:20](=[O:36])[C:21]2[S:22][C:23]([C:26]3[CH:31]=[CH:30][CH:29]=[C:28]([C:32]([F:35])([F:34])[F:33])[CH:27]=3)=[CH:24][CH:25]=2)[CH:14]=[CH:13][C:3]=1[O:4][C:5]([CH3:12])([CH3:11])[C:6]([O:8]CC)=[O:7].[OH-].[Na+]. (3) Given the product [NH:34]([C:55]([O:57][C:58]([CH3:61])([CH3:60])[CH3:59])=[O:56])[C@H:35]([C:45]([NH:1][C@H:2]([C:24]([OH:26])=[O:25])[CH2:3][S:4][C:5]([C:12]1[CH:13]=[CH:14][CH:15]=[CH:16][CH:17]=1)([C:6]1[CH:7]=[CH:8][CH:9]=[CH:10][CH:11]=1)[C:18]1[CH:23]=[CH:22][CH:21]=[CH:20][CH:19]=1)=[O:46])[CH2:36][CH2:37][C:38](=[O:44])[O:39][C:40]([CH3:43])([CH3:41])[CH3:42], predict the reactants needed to synthesize it. The reactants are: [NH2:1][C@H:2]([C:24]([OH:26])=[O:25])[CH2:3][S:4][C:5]([C:18]1[CH:23]=[CH:22][CH:21]=[CH:20][CH:19]=1)([C:12]1[CH:17]=[CH:16][CH:15]=[CH:14][CH:13]=1)[C:6]1[CH:11]=[CH:10][CH:9]=[CH:8][CH:7]=1.O.N1C=CC=CC=1.[NH:34]([C:55]([O:57][C:58]([CH3:61])([CH3:60])[CH3:59])=[O:56])[C@H:35]([C:45](ON1C(=O)CCC1=O)=[O:46])[CH2:36][CH2:37][C:38](=[O:44])[O:39][C:40]([CH3:43])([CH3:42])[CH3:41]. (4) Given the product [F:1][C:2]1[CH:11]=[C:10]2[C:5]([CH:6]=[CH:7][C:8](=[O:15])[N:9]2[CH2:12][CH2:13][N:16]2[CH2:17][CH2:18][CH:19]([NH:22][C:23](=[O:29])[O:24][C:25]([CH3:27])([CH3:26])[CH3:28])[CH2:20][CH2:21]2)=[N:4][CH:3]=1, predict the reactants needed to synthesize it. The reactants are: [F:1][C:2]1[CH:11]=[C:10]2[C:5]([CH:6]=[CH:7][C:8](=[O:15])[N:9]2[CH2:12][CH:13]=O)=[N:4][CH:3]=1.[NH:16]1[CH2:21][CH2:20][CH:19]([NH:22][C:23](=[O:29])[O:24][C:25]([CH3:28])([CH3:27])[CH3:26])[CH2:18][CH2:17]1.[BH-](OC(C)=O)(OC(C)=O)OC(C)=O.[Na+].C([O-])(O)=O.[Na+]. (5) Given the product [CH2:10]([N:17]1[CH2:22][CH2:21][CH:20]([N:23]2[C:5](=[O:6])[CH2:4][CH:2]([C:1]([OH:9])=[O:8])[CH2:3]2)[CH2:19][CH2:18]1)[C:11]1[CH:12]=[CH:13][CH:14]=[CH:15][CH:16]=1, predict the reactants needed to synthesize it. The reactants are: [C:1]([OH:9])(=[O:8])[C:2]([CH2:4][C:5](O)=[O:6])=[CH2:3].[CH2:10]([N:17]1[CH2:22][CH2:21][CH:20]([NH2:23])[CH2:19][CH2:18]1)[C:11]1[CH:16]=[CH:15][CH:14]=[CH:13][CH:12]=1. (6) The reactants are: [Cl:1][C:2]1[C:3]([F:19])=[CH:4][C:5]([N:14]2[CH:18]=[N:17][N:16]=[N:15]2)=[C:6](/[CH:8]=[CH:9]/[C:10]([O:12]C)=[O:11])[CH:7]=1.[OH-].[Na+]. Given the product [Cl:1][C:2]1[C:3]([F:19])=[CH:4][C:5]([N:14]2[CH:18]=[N:17][N:16]=[N:15]2)=[C:6](/[CH:8]=[CH:9]/[C:10]([OH:12])=[O:11])[CH:7]=1, predict the reactants needed to synthesize it. (7) Given the product [C:2]([C:4]1[C:5]([C:6]([CH3:9])([CH3:8])[CH3:7])=[CH:12][N:18]=[CH:16][N:17]=1)([CH3:11])([CH3:3])[CH3:1], predict the reactants needed to synthesize it. The reactants are: [CH3:1][C:2]([CH3:11])([C:4](=O)[CH2:5][C:6]([CH3:9])([CH3:8])[CH3:7])[CH3:3].[C:12](O)(=O)C.[CH:16]([NH2:18])=[NH:17]. (8) Given the product [CH3:1][C:2]1[CH:7]=[CH:6][CH:5]=[C:4]([CH3:8])[C:3]=1[C:11]#[C:10][Si:12]([CH:13]([CH3:15])[CH3:14])([CH:19]([CH3:21])[CH3:20])[CH:16]([CH3:18])[CH3:17], predict the reactants needed to synthesize it. The reactants are: [CH3:1][C:2]1[CH:7]=[CH:6][CH:5]=[C:4]([CH3:8])[C:3]=1Br.[C:10]([Si:12]([CH:19]([CH3:21])[CH3:20])([CH:16]([CH3:18])[CH3:17])[CH:13]([CH3:15])[CH3:14])#[CH:11].C(NC(C)C)(C)C. (9) Given the product [NH2:1][C:2]([C:4]1[CH:9]=[C:8]([C:10]([NH:12][CH2:13][C:14]([CH3:17])([CH3:16])[CH3:15])=[O:11])[CH:7]=[CH:6][C:5]=1[C:18]1[C:23]([CH3:24])=[C:22]([F:25])[CH:21]=[C:20]([C:26]([OH:28])=[O:27])[CH:19]=1)=[O:3], predict the reactants needed to synthesize it. The reactants are: [NH2:1][C:2]([C:4]1[CH:9]=[C:8]([C:10]([NH:12][CH2:13][C:14]([CH3:17])([CH3:16])[CH3:15])=[O:11])[CH:7]=[CH:6][C:5]=1[C:18]1[C:23]([CH3:24])=[C:22]([F:25])[CH:21]=[C:20]([C:26]([O:28]C(C)(C)C)=[O:27])[CH:19]=1)=[O:3].[OH-].[K+].C(O)(=O)C.